From a dataset of Peptide-MHC class II binding affinity with 134,281 pairs from IEDB. Regression. Given a peptide amino acid sequence and an MHC pseudo amino acid sequence, predict their binding affinity value. This is MHC class II binding data. (1) The peptide sequence is DVKFAGGGQIVGGVY. The MHC is HLA-DQA10501-DQB10301 with pseudo-sequence HLA-DQA10501-DQB10301. The binding affinity (normalized) is 0.719. (2) The binding affinity (normalized) is 0.223. The peptide sequence is AAATAGTTVYYAFAA. The MHC is HLA-DPA10103-DPB10401 with pseudo-sequence HLA-DPA10103-DPB10401. (3) The peptide sequence is LTKRQDKLCGSLIGM. The MHC is HLA-DQA10201-DQB10301 with pseudo-sequence HLA-DQA10201-DQB10301. The binding affinity (normalized) is 0. (4) The peptide sequence is TLSVTFIGAAPLILSY. The MHC is HLA-DPA10201-DPB10501 with pseudo-sequence HLA-DPA10201-DPB10501. The binding affinity (normalized) is 0.161. (5) The peptide sequence is MQYIKANSKFIGITEL. The MHC is DRB1_0401 with pseudo-sequence DRB1_0401. The binding affinity (normalized) is 0.285. (6) The peptide sequence is MEYLGHNAAGQWLEF. The MHC is DRB5_0101 with pseudo-sequence DRB5_0101. The binding affinity (normalized) is 0.524. (7) The peptide sequence is FLHSEEGSRAYRNAL. The MHC is DRB1_1101 with pseudo-sequence DRB1_1101. The binding affinity (normalized) is 0.466.